From a dataset of Catalyst prediction with 721,799 reactions and 888 catalyst types from USPTO. Predict which catalyst facilitates the given reaction. (1) Reactant: [C:9](O[C:9]([O:11][C:12]([CH3:15])([CH3:14])[CH3:13])=[O:10])([O:11][C:12]([CH3:15])([CH3:14])[CH3:13])=[O:10].C(N(CC)CC)C.Cl.[NH2:24][CH:25]([C:31]([C:33]1[CH:38]=[CH:37][C:36]([O:39][CH3:40])=[CH:35][CH:34]=1)=[O:32])[C:26]([O:28][CH2:29][CH3:30])=[O:27].O. Product: [C:12]([O:11][C:9]([NH:24][CH:25]([C:31]([C:33]1[CH:34]=[CH:35][C:36]([O:39][CH3:40])=[CH:37][CH:38]=1)=[O:32])[C:26]([O:28][CH2:29][CH3:30])=[O:27])=[O:10])([CH3:13])([CH3:14])[CH3:15]. The catalyst class is: 7. (2) Reactant: [NH2:1][C:2]1[C:10]([C:11]([O:13][CH3:14])=[O:12])=[CH:9][CH:8]=[CH:7][C:3]=1[C:4]([OH:6])=O.[NH2:15][C:16]1[CH:21]=[CH:20][CH:19]=[CH:18][N:17]=1.C1C=CC2N(O)N=NC=2C=1.CCN=C=NCCCN(C)C. Product: [NH2:1][C:2]1[C:3]([C:4](=[O:6])[NH:15][C:16]2[CH:21]=[CH:20][CH:19]=[CH:18][N:17]=2)=[CH:7][CH:8]=[CH:9][C:10]=1[C:11]([O:13][CH3:14])=[O:12]. The catalyst class is: 792. (3) Reactant: [Br:1][C:2]1[CH:3]=[C:4]2[NH:10][C:9](=[O:11])/[C:8](=[CH:12]\[C:13]3[CH:18]=[CH:17][CH:16]=[C:15]([Cl:19])[C:14]=3[F:20])/[C:5]2=[N:6][CH:7]=1.[Li+].[OH-].[CH3:23][C:24]([CH3:48])([CH3:47])[CH2:25]/[CH:26]=[N:27]/[CH2:28][C:29]([NH:31][C:32]1[CH:44]=[CH:43][C:35]([O:36][CH2:37][CH2:38][O:39]C(=O)C)=[CH:34][C:33]=1[O:45][CH3:46])=[O:30].[OH-].[Na+]. Product: [Br:1][C:2]1[CH:3]=[C:4]2[NH:10][C:9](=[O:11])[C:8]3([CH:12]([C:13]4[CH:18]=[CH:17][CH:16]=[C:15]([Cl:19])[C:14]=4[F:20])[CH:28]([C:29]([NH:31][C:32]4[CH:44]=[CH:43][C:35]([O:36][CH2:37][CH2:38][OH:39])=[CH:34][C:33]=4[O:45][CH3:46])=[O:30])[NH:27][CH:26]3[CH2:25][C:24]([CH3:48])([CH3:47])[CH3:23])[C:5]2=[N:6][CH:7]=1. The catalyst class is: 30. (4) Reactant: [SH2:1].[Cl:2][C:3]1[CH:8]=[CH:7][C:6]([NH:9][C:10]([NH:12][C:13]2[CH:18]=[CH:17][C:16]([O:19][C:20]3[CH:25]=[CH:24][N:23]=[C:22]([C:26]#[N:27])[CH:21]=3)=[CH:15][CH:14]=2)=[O:11])=[CH:5][C:4]=1[C:28]([F:31])([F:30])[F:29].C(NCC)C.CCOC(C)=O. Product: [Cl:2][C:3]1[CH:8]=[CH:7][C:6]([NH:9][C:10]([NH:12][C:13]2[CH:18]=[CH:17][C:16]([O:19][C:20]3[CH:25]=[CH:24][N:23]=[C:22]([C:26](=[S:1])[NH2:27])[CH:21]=3)=[CH:15][CH:14]=2)=[O:11])=[CH:5][C:4]=1[C:28]([F:31])([F:29])[F:30]. The catalyst class is: 3.